From a dataset of Reaction yield outcomes from USPTO patents with 853,638 reactions. Predict the reaction yield, written as a fraction of the theoretical maximum amount of product (1.0 means a 100% yield; for example, 0.34 means a 34% yield). (1) The reactants are [Cl:1][C:2]1[CH:3]=[C:4]([NH:9][C:10]2[C:19]3[C:14](=[CH:15][C:16]([N:27]4[CH2:37][CH2:36][CH2:35][C:29]5([CH2:33][N:32]([CH3:34])[CH2:31][CH2:30]5)[CH2:28]4)=[C:17]([NH:20][C:21](=[O:26])/[CH:22]=[CH:23]/[CH2:24]Br)[CH:18]=3)[N:13]=[CH:12][N:11]=2)[CH:5]=[CH:6][C:7]=1[F:8].[NH:38]1[CH2:43][CH2:42][CH2:41][CH2:40][CH2:39]1.C(=O)([O-])[O-].[K+].[K+].O. The catalyst is C(#N)C. The product is [Cl:1][C:2]1[CH:3]=[C:4]([NH:9][C:10]2[C:19]3[C:14](=[CH:15][C:16]([N:27]4[CH2:37][CH2:36][CH2:35][C:29]5([CH2:33][N:32]([CH3:34])[CH2:31][CH2:30]5)[CH2:28]4)=[C:17]([NH:20][C:21](=[O:26])/[CH:22]=[CH:23]/[CH2:24][N:38]4[CH2:43][CH2:42][CH2:41][CH2:40][CH2:39]4)[CH:18]=3)[N:13]=[CH:12][N:11]=2)[CH:5]=[CH:6][C:7]=1[F:8]. The yield is 0.0800. (2) The reactants are [NH2:1][CH2:2][CH2:3][O:4][C:5]1[C:10]([CH3:11])=[CH:9][C:8]([C:12]2[NH:21][C:20](=[O:22])[C:19]3[C:14](=[CH:15][C:16]([O:25][CH3:26])=[CH:17][C:18]=3[O:23][CH3:24])[N:13]=2)=[CH:7][C:6]=1[CH3:27].[CH3:28][O:29][C:30]1[CH:35]=[CH:34][C:33]([S:36](Cl)(=[O:38])=[O:37])=[CH:32][CH:31]=1.C(N(CC)CC)C. The catalyst is C(Cl)Cl. The product is [CH3:24][O:23][C:18]1[CH:17]=[C:16]([O:25][CH3:26])[CH:15]=[C:14]2[C:19]=1[C:20](=[O:22])[NH:21][C:12]([C:8]1[CH:9]=[C:10]([CH3:11])[C:5]([O:4][CH2:3][CH2:2][NH:1][S:36]([C:33]3[CH:32]=[CH:31][C:30]([O:29][CH3:28])=[CH:35][CH:34]=3)(=[O:38])=[O:37])=[C:6]([CH3:27])[CH:7]=1)=[N:13]2. The yield is 0.530. (3) The reactants are [C:1]([O:5][C:6]([NH:8][C:9]1([C:13]([OH:15])=O)[CH2:12][CH2:11][CH2:10]1)=[O:7])([CH3:4])([CH3:3])[CH3:2].[CH3:16][NH:17][O:18][CH3:19].CCN(C(C)C)C(C)C.CN(C(ON1N=NC2C=CC=NC1=2)=[N+](C)C)C.F[P-](F)(F)(F)(F)F. The catalyst is CN(C=O)C. The product is [C:1]([O:5][C:6](=[O:7])[NH:8][C:9]1([C:13](=[O:15])[N:17]([O:18][CH3:19])[CH3:16])[CH2:10][CH2:11][CH2:12]1)([CH3:2])([CH3:3])[CH3:4]. The yield is 0.870. (4) The reactants are [C:1](Cl)(=[O:8])[C:2]1[CH:7]=[CH:6][CH:5]=[CH:4][CH:3]=1.[NH2:10][C:11]1[CH:16]=[CH:15][C:14]([C:17]([OH:27])([CH3:26])[CH2:18][NH:19][S:20]([CH:23]([CH3:25])[CH3:24])(=[O:22])=[O:21])=[CH:13][CH:12]=1.C(N(CC)CC)C.O. The catalyst is C1COCC1. The product is [OH:27][C:17]([C:14]1[CH:13]=[CH:12][C:11]([NH:10][C:1](=[O:8])[C:2]2[CH:7]=[CH:6][CH:5]=[CH:4][CH:3]=2)=[CH:16][CH:15]=1)([CH3:26])[CH2:18][NH:19][S:20]([CH:23]([CH3:24])[CH3:25])(=[O:22])=[O:21]. The yield is 0.800. (5) The reactants are Cl.[NH2:2][C@@H:3]([C:5]([NH2:7])=[O:6])[CH3:4].CO.[F:10][C:11]1[CH:12]=[C:13]([CH:24]=[CH:25][CH:26]=1)[CH2:14][O:15][C:16]1[CH:23]=[CH:22][C:19]([CH:20]=O)=[CH:18][CH:17]=1. The catalyst is C(N(CC)CC)C. The product is [F:10][C:11]1[CH:12]=[C:13]([CH:24]=[CH:25][CH:26]=1)[CH2:14][O:15][C:16]1[CH:23]=[CH:22][C:19]([CH:20]=[N:2][C@H:3]([CH3:4])[C:5]([NH2:7])=[O:6])=[CH:18][CH:17]=1. The yield is 0.464. (6) The reactants are [I:1][C:2]1[CH:11]=[CH:10][C:9]2[C:4](=[C:5]([OH:12])[CH:6]=[CH:7][CH:8]=2)[N:3]=1.Br[CH:14]([CH3:16])[CH3:15]. No catalyst specified. The product is [I:1][C:2]1[CH:11]=[CH:10][C:9]2[C:4](=[C:5]([O:12][CH:14]([CH3:16])[CH3:15])[CH:6]=[CH:7][CH:8]=2)[N:3]=1. The yield is 0.840.